From a dataset of P-glycoprotein inhibition data for predicting drug efflux from Broccatelli et al.. Regression/Classification. Given a drug SMILES string, predict its absorption, distribution, metabolism, or excretion properties. Task type varies by dataset: regression for continuous measurements (e.g., permeability, clearance, half-life) or binary classification for categorical outcomes (e.g., BBB penetration, CYP inhibition). Dataset: pgp_broccatelli. The result is 1 (inhibitor). The molecule is COC(=O)/C=C/c1ccc(-c2nc(-c3ccc(N(C)C)cc3)c(-c3ccc(N)cc3)[nH]2)cc1.